From a dataset of Catalyst prediction with 721,799 reactions and 888 catalyst types from USPTO. Predict which catalyst facilitates the given reaction. (1) Reactant: [NH2:1][C:2]1[C:21]([C:22](ON2C3C=CC=CC=3N=N2)=[O:23])=[C:5]2[N:6]=[C:7]3[CH2:13][CH2:12][N:11]([C:14]([O:16][C:17]([CH3:20])([CH3:19])[CH3:18])=[O:15])[CH2:10][C:8]3=[CH:9][N:4]2[N:3]=1.[CH:34]1([C:37]2[C:38]([CH3:43])=[N:39][S:40][C:41]=2[NH2:42])[CH2:36][CH2:35]1. Product: [NH2:1][C:2]1[C:21]([C:22](=[O:23])[NH:42][C:41]2[S:40][N:39]=[C:38]([CH3:43])[C:37]=2[CH:34]2[CH2:36][CH2:35]2)=[C:5]2[N:6]=[C:7]3[CH2:13][CH2:12][N:11]([C:14]([O:16][C:17]([CH3:19])([CH3:18])[CH3:20])=[O:15])[CH2:10][C:8]3=[CH:9][N:4]2[N:3]=1. The catalyst class is: 436. (2) Reactant: [Br:1][C:2]1[CH:7]=[CH:6][C:5]([C:8]2[CH:13]=[CH:12][C:11]([OH:14])=[CH:10][CH:9]=2)=[CH:4][CH:3]=1.N1C=CC=CC=1.Cl[Si:22]([C:25]([CH3:28])([CH3:27])[CH3:26])([CH3:24])[CH3:23]. Product: [Br:1][C:2]1[CH:3]=[CH:4][C:5]([C:8]2[CH:13]=[CH:12][C:11]([O:14][Si:22]([C:25]([CH3:28])([CH3:27])[CH3:26])([CH3:24])[CH3:23])=[CH:10][CH:9]=2)=[CH:6][CH:7]=1. The catalyst class is: 34. (3) Reactant: [Cl:1][C:2]1[N:7]=[CH:6][C:5]([CH2:8][C:9]([O:11][CH2:12][CH3:13])=[O:10])=[CH:4][CH:3]=1.[H-].[Na+].I[CH3:17]. Product: [Cl:1][C:2]1[N:7]=[CH:6][C:5]([CH:8]([CH3:17])[C:9]([O:11][CH2:12][CH3:13])=[O:10])=[CH:4][CH:3]=1. The catalyst class is: 9. (4) Reactant: Br[C:2]1[CH:3]=[C:4]([NH:10][C:11]2[CH:15]=[C:14]([CH:16]3[CH2:18][CH2:17]3)[N:13]([CH3:19])[N:12]=2)[C:5](=[O:9])[N:6]([CH3:8])[CH:7]=1.[C:20]([O:23][CH2:24][C:25]1[C:26]([N:40]2[N:49]=[CH:48][C:47]3[C:42](=[C:43]([F:54])[CH:44]=[C:45]([C:50]([CH3:53])([CH3:52])[CH3:51])[CH:46]=3)[C:41]2=[O:55])=[N:27][CH:28]=[CH:29][C:30]=1B1OC(C)(C)C(C)(C)O1)(=[O:22])[CH3:21].C([O-])(=O)C.[Na+].[O-]P([O-])([O-])=O.[K+].[K+].[K+]. Product: [C:20]([O:23][CH2:24][C:25]1[C:26]([N:40]2[N:49]=[CH:48][C:47]3[C:42](=[C:43]([F:54])[CH:44]=[C:45]([C:50]([CH3:52])([CH3:51])[CH3:53])[CH:46]=3)[C:41]2=[O:55])=[N:27][CH:28]=[CH:29][C:30]=1[C:2]1[CH:3]=[C:4]([NH:10][C:11]2[CH:15]=[C:14]([CH:16]3[CH2:18][CH2:17]3)[N:13]([CH3:19])[N:12]=2)[C:5](=[O:9])[N:6]([CH3:8])[CH:7]=1)(=[O:22])[CH3:21]. The catalyst class is: 543.